The task is: Predict the product of the given reaction.. This data is from Forward reaction prediction with 1.9M reactions from USPTO patents (1976-2016). The product is: [S:25]1[C:21]2[CH:20]=[C:19]([N:10]3[C:11]4[CH:16]=[CH:15][CH:14]=[CH:13][C:12]=4[N:8]([C:3]4[CH:4]=[N:5][CH:6]=[CH:7][C:2]=4[CH3:1])[C:9]3=[O:17])[CH:27]=[CH:26][C:22]=2[N:23]=[CH:24]1. Given the reactants [CH3:1][C:2]1[CH:7]=[CH:6][N:5]=[CH:4][C:3]=1[N:8]1[C:12]2[CH:13]=[CH:14][CH:15]=[CH:16][C:11]=2[NH:10][C:9]1=[O:17].I[C:19]1[CH:27]=[CH:26][C:22]2[N:23]=[CH:24][S:25][C:21]=2[CH:20]=1.CNC1CCCCC1NC.P([O-])([O-])([O-])=O.[K+].[K+].[K+], predict the reaction product.